This data is from Peptide-MHC class I binding affinity with 185,985 pairs from IEDB/IMGT. The task is: Regression. Given a peptide amino acid sequence and an MHC pseudo amino acid sequence, predict their binding affinity value. This is MHC class I binding data. (1) The peptide sequence is RSQGENPTWK. The MHC is Mamu-A02 with pseudo-sequence Mamu-A02. The binding affinity (normalized) is 0.145. (2) The peptide sequence is LRAEQTDAAV. The MHC is Mamu-B03 with pseudo-sequence Mamu-B03. The binding affinity (normalized) is 0.311. (3) The peptide sequence is YLQYSISTA. The MHC is HLA-B57:01 with pseudo-sequence HLA-B57:01. The binding affinity (normalized) is 0.0847. (4) The peptide sequence is FKSVEFDMSH. The MHC is H-2-Db with pseudo-sequence H-2-Db. The binding affinity (normalized) is 0.102. (5) The peptide sequence is FRRRKRMGF. The MHC is HLA-A02:01 with pseudo-sequence HLA-A02:01. The binding affinity (normalized) is 0.0847. (6) The peptide sequence is IATLYCVHQK. The MHC is HLA-B08:02 with pseudo-sequence HLA-B08:02. The binding affinity (normalized) is 0.0847. (7) The peptide sequence is GQRKGAGSVF. The MHC is HLA-A23:01 with pseudo-sequence HLA-A23:01. The binding affinity (normalized) is 0.235.